From a dataset of Full USPTO retrosynthesis dataset with 1.9M reactions from patents (1976-2016). Predict the reactants needed to synthesize the given product. (1) Given the product [C:14]([OH:16])(=[O:15])[C:1]([OH:3])=[O:2].[NH2:5][C@H:8]1[CH2:13][CH2:12][C@H:11]([C:14]([O:16][CH2:17][CH3:18])=[O:15])[CH2:10][C@H:9]1[NH:19][C:20]([O:22][C:23]([CH3:24])([CH3:26])[CH3:25])=[O:21], predict the reactants needed to synthesize it. The reactants are: [CH:1]([O-:3])=[O:2].[NH4+].[N:5]([C@H:8]1[CH2:13][CH2:12][C@H:11]([C:14]([O:16][CH2:17][CH3:18])=[O:15])[CH2:10][C@H:9]1[NH:19][C:20]([O:22][C:23]([CH3:26])([CH3:25])[CH3:24])=[O:21])=[N+]=[N-]. (2) Given the product [Br:1][C:2]1[CH:3]=[C:4]([CH2:9][CH2:10][CH2:11][CH2:12][OH:13])[CH:5]=[CH:6][C:7]=1[Cl:8], predict the reactants needed to synthesize it. The reactants are: [Br:1][C:2]1[CH:3]=[C:4]([C:9]#[C:10][CH2:11][CH2:12][OH:13])[CH:5]=[CH:6][C:7]=1[Cl:8]. (3) The reactants are: [CH3:1]C1C=CC(C(N)=O)=CC=1NC(N)=S.[CH:15]([O:18][C:19]1[CH:27]=[CH:26][C:22]([C:23]([NH2:25])=[O:24])=[CH:21][C:20]=1[N:28]=[C:29]=[S:30])(C)C. Given the product [N:28]([C:20]1[CH:21]=[C:22]2[C:26]([CH2:1][NH:25][C:23]2=[O:24])=[CH:27][C:19]=1[O:18][CH3:15])=[C:29]=[S:30], predict the reactants needed to synthesize it. (4) Given the product [C:16]([C:15]1[C:18]([O:20][CH:21]([CH3:23])[CH3:22])=[CH:19][C:12]([NH:11][C:2](=[O:3])[O:4][C:5]2[CH:10]=[CH:9][CH:8]=[CH:7][CH:6]=2)=[N:13][CH:14]=1)#[N:17], predict the reactants needed to synthesize it. The reactants are: Cl[C:2]([O:4][C:5]1[CH:10]=[CH:9][CH:8]=[CH:7][CH:6]=1)=[O:3].[NH2:11][C:12]1[CH:19]=[C:18]([O:20][CH:21]([CH3:23])[CH3:22])[C:15]([C:16]#[N:17])=[CH:14][N:13]=1.N1C=CC=CC=1. (5) Given the product [C:34]([O:38][C:39]([N:41]1[CH2:46][CH2:45][N:44]([C:21]([C:5]2[C:4]([C:24]3[CH:29]=[CH:28][CH:27]=[C:26]([C:30]([F:32])([F:33])[F:31])[CH:25]=3)=[CH:3][C:2]([CH3:1])=[C:7]([C:8]([N:10]3[CH2:15][CH2:14][CH:13]([N:16]4[CH2:17][CH2:18][CH2:19][CH2:20]4)[CH2:12][CH2:11]3)=[O:9])[N:6]=2)=[O:22])[CH2:43][CH2:42]1)=[O:40])([CH3:37])([CH3:35])[CH3:36], predict the reactants needed to synthesize it. The reactants are: [CH3:1][C:2]1[CH:3]=[C:4]([C:24]2[CH:29]=[CH:28][CH:27]=[C:26]([C:30]([F:33])([F:32])[F:31])[CH:25]=2)[C:5]([C:21](O)=[O:22])=[N:6][C:7]=1[C:8]([N:10]1[CH2:15][CH2:14][CH:13]([N:16]2[CH2:20][CH2:19][CH2:18][CH2:17]2)[CH2:12][CH2:11]1)=[O:9].[C:34]([O:38][C:39]([N:41]1[CH2:46][CH2:45][NH:44][CH2:43][CH2:42]1)=[O:40])([CH3:37])([CH3:36])[CH3:35].CCN(CC)CC.CN(C(ON1N=NC2C=CC=NC1=2)=[N+](C)C)C.F[P-](F)(F)(F)(F)F. (6) Given the product [CH3:10][N+:9]1[CH:26]=[CH:25][C:24]([C:23]2[CH:22]=[CH:21][N+:20]([CH3:18])=[CH:30][CH:29]=2)=[CH:4][CH:5]=1.[Cl-:8].[Cl-:27], predict the reactants needed to synthesize it. The reactants are: CC1C=[CH:4][C:5]([NH:9][C:10](N(C)C)=O)=CC=1[Cl:8].CN([C:18]([NH:20][C:21]1[CH:22]=[CH:23][C:24](Cl)=[C:25]([Cl:27])[CH:26]=1)=O)C.[CH3:29][CH:30](C1C=CC(NC(N(C)C)=O)=CC=1)C.CN(OC)C(NC1C=CC(Cl)=C(Cl)C=1)=O. (7) Given the product [CH:8]1[S:9][CH:10]=[CH:11][C:7]=1[CH2:1][B:12]([OH:21])[OH:13], predict the reactants needed to synthesize it. The reactants are: [CH2:1]([Li])CCC.Br[C:7]1[CH:11]=[CH:10][S:9][CH:8]=1.[B:12]([O:21]C(C)C)(OC(C)C)[O:13]C(C)C.Cl.